From a dataset of Forward reaction prediction with 1.9M reactions from USPTO patents (1976-2016). Predict the product of the given reaction. (1) Given the reactants [N:1]1[C:6]2[NH:7][CH:8]=[CH:9][C:5]=2[C:4]([N:10]2[CH2:17][C:14]3([CH2:16][CH2:15]3)[N:13]([S:18]([NH2:21])(=[O:20])=[O:19])[CH2:12][CH2:11]2)=[N:3][CH:2]=1.[CH3:22][O:23][C:24]1[CH:31]=[CH:30][C:27]([CH:28]=O)=[CH:26][CH:25]=1, predict the reaction product. The product is: [CH3:22][O:23][C:24]1[CH:31]=[CH:30][C:27](/[CH:28]=[N:21]\[S:18]([N:13]2[C:14]3([CH2:16][CH2:15]3)[CH2:17][N:10]([C:4]3[C:5]4[CH:9]=[CH:8][NH:7][C:6]=4[N:1]=[CH:2][N:3]=3)[CH2:11][CH2:12]2)(=[O:20])=[O:19])=[CH:26][CH:25]=1. (2) The product is: [OH:8][C:9]1[CH:14]=[CH:13][C:12](/[CH:15]=[CH:16]/[C:17]([NH:19][CH2:20][CH2:21][CH2:22][CH2:23][CH2:24][CH2:25][CH2:26][CH2:27][CH3:28])=[O:18])=[C:11]([CH3:29])[CH:10]=1. Given the reactants C([O:8][C:9]1[CH:14]=[CH:13][C:12](/[CH:15]=[CH:16]/[C:17]([NH:19][CH2:20][CH2:21][CH2:22][CH2:23][CH2:24][CH2:25][CH2:26][CH2:27][CH3:28])=[O:18])=[C:11]([CH3:29])[CH:10]=1)C1C=CC=CC=1.CSC.O, predict the reaction product.